Task: Predict which catalyst facilitates the given reaction.. Dataset: Catalyst prediction with 721,799 reactions and 888 catalyst types from USPTO (1) Reactant: [F:1][C:2]1[CH:7]=[CH:6][C:5](B(O)O)=[CH:4][CH:3]=1.[OH:11][N:12]1[C:16](=[O:17])[C:15]2=[CH:18][CH:19]=[CH:20][CH:21]=[C:14]2[C:13]1=[O:22].N1C=CC=CC=1. Product: [F:1][C:2]1[CH:7]=[CH:6][C:5]([O:11][N:12]2[C:16](=[O:17])[C:15]3[C:14](=[CH:21][CH:20]=[CH:19][CH:18]=3)[C:13]2=[O:22])=[CH:4][CH:3]=1. The catalyst class is: 749. (2) Reactant: [Cl:1][C:2]1[CH:7]=[CH:6][CH:5]=[CH:4][C:3]=1[CH2:8][CH2:9][O:10][CH2:11][C:12]([N:14]1[CH2:19][CH2:18][CH:17]([OH:20])[CH2:16][CH2:15]1)=O.[H-].[Al+3].[Li+].[H-].[H-].[H-].CCOC(C)=O.[OH-].[Na+]. Product: [Cl:1][C:2]1[CH:7]=[CH:6][CH:5]=[CH:4][C:3]=1[CH2:8][CH2:9][O:10][CH2:11][CH2:12][N:14]1[CH2:19][CH2:18][CH:17]([OH:20])[CH2:16][CH2:15]1. The catalyst class is: 1. (3) Reactant: O1CCCO[CH:2]1[CH2:7][CH2:8][C:9]1[N:14]=[CH:13][C:12]([CH2:15][N:16]2[C:24]([O:25]C)=[N:23][C:22]3[C:17]2=[N:18][C:19]([O:28][CH2:29][CH2:30][O:31][CH3:32])=[N:20][C:21]=3[NH2:27])=[CH:11][CH:10]=1.Cl.N.[BH4-].C(O)(=O)C.C(O)(=O)C.C(O)(=O)C.[Na+].[NH:49]1[CH2:54][CH2:53][O:52][CH2:51][CH2:50]1.C(=O)([O-])O.[Na+]. Product: [NH2:27][C:21]1[N:20]=[C:19]([O:28][CH2:29][CH2:30][O:31][CH3:32])[N:18]=[C:17]2[C:22]=1[NH:23][C:24](=[O:25])[N:16]2[CH2:15][C:12]1[CH:13]=[N:14][C:9]([CH2:8][CH2:7][CH2:2][N:49]2[CH2:54][CH2:53][O:52][CH2:51][CH2:50]2)=[CH:10][CH:11]=1. The catalyst class is: 20. (4) Reactant: [Br:1][C:2]1[CH:11]=[C:10]2[C:5]([C:6]([NH:15][CH2:16][CH2:17][CH2:18][CH2:19]O)=[C:7]([N+:12]([O-:14])=[O:13])[CH:8]=[N:9]2)=[CH:4][CH:3]=1.S(Cl)([Cl:23])=O.C(=O)(O)[O-].[Na+]. Product: [Br:1][C:2]1[CH:11]=[C:10]2[C:5]([C:6]([NH:15][CH2:16][CH2:17][CH2:18][CH2:19][Cl:23])=[C:7]([N+:12]([O-:14])=[O:13])[CH:8]=[N:9]2)=[CH:4][CH:3]=1. The catalyst class is: 4. (5) Reactant: [CH3:1][O:2][C:3]([C:5]12[CH2:10][C:9]1([C:11]([OH:13])=O)[CH2:8][CH2:7][CH2:6]2)=[O:4].CN(C=O)C.S(Cl)(Cl)=O.CC(C)(CC([NH:31][C:32]1[S:36][C:35]2[CH2:37][CH2:38][CH2:39][CH2:40][C:34]=2[C:33]=1[C:41]1[O:45][N:44]=[C:43]([CH3:46])[N:42]=1)=O)C(O)=O.C(N(C(C)C)C(C)C)C.C([O-])(O)=O.[Na+]. Product: [CH3:1][O:2][C:3]([C:5]12[CH2:10][C:9]1([C:11](=[O:13])[NH:31][C:32]1[S:36][C:35]3[CH2:37][CH2:38][CH2:39][CH2:40][C:34]=3[C:33]=1[C:41]1[O:45][N:44]=[C:43]([CH3:46])[N:42]=1)[CH2:8][CH2:7][CH2:6]2)=[O:4]. The catalyst class is: 91. (6) Reactant: [NH2:1][C:2]1[CH:3]=[C:4]([C:8]2[CH:9]=[C:10]3[C:14](=[CH:15][CH:16]=2)[CH2:13][CH:12]([NH:17][S:18]([CH:21]([CH3:23])[CH3:22])(=[O:20])=[O:19])[CH2:11]3)[CH:5]=[CH:6][CH:7]=1.C(N(C(C)C)CC)(C)C.Cl[CH2:34][CH2:35][CH2:36][S:37](Cl)(=[O:39])=[O:38].[H-].[Na+]. Product: [O:38]=[S:37]1(=[O:39])[CH2:36][CH2:35][CH2:34][N:1]1[C:2]1[CH:3]=[C:4]([C:8]2[CH:9]=[C:10]3[C:14](=[CH:15][CH:16]=2)[CH2:13][CH:12]([NH:17][S:18]([CH:21]([CH3:23])[CH3:22])(=[O:20])=[O:19])[CH2:11]3)[CH:5]=[CH:6][CH:7]=1. The catalyst class is: 9.